From a dataset of Catalyst prediction with 721,799 reactions and 888 catalyst types from USPTO. Predict which catalyst facilitates the given reaction. (1) Reactant: [CH3:1][C:2]1[C:3]([CH2:14][S:15][C:16]2[N:20]([CH:21]([O:23][C:24](=[O:29])[C:25]([CH3:28])([CH3:27])[CH3:26])[CH3:22])[C:19]3[CH:30]=[CH:31][CH:32]=[CH:33][C:18]=3[N:17]=2)=[N:4][CH:5]=[CH:6][C:7]=1[O:8][CH2:9][C:10]([F:13])([F:12])[F:11].ClC1C=C(C=CC=1)C(OO)=[O:39]. Product: [CH3:27][C:25]([CH3:28])([CH3:26])[C:24]([O:23][CH:21]([N:20]1[C:19]2[CH:30]=[CH:31][CH:32]=[CH:33][C:18]=2[N:17]=[C:16]1[S:15]([CH2:14][C:3]1[C:2]([CH3:1])=[C:7]([O:8][CH2:9][C:10]([F:11])([F:13])[F:12])[CH:6]=[CH:5][N:4]=1)=[O:39])[CH3:22])=[O:29]. The catalyst class is: 4. (2) Reactant: [Cl:1][C:2]1[CH:7]=[CH:6][C:5]([CH:8]([C:19]2[CH:24]=[CH:23][C:22]([S:25]([CH3:28])(=[O:27])=[O:26])=[CH:21][CH:20]=2)[CH2:9][C:10]([C:12]2[CH:13]=[CH:14][C:15](=[O:18])[NH:16][CH:17]=2)=[O:11])=[C:4]([CH3:29])[CH:3]=1.Br[CH2:31][CH2:32][C:33]([NH2:35])=[O:34].C(=O)([O-])[O-].[K+].[K+]. The catalyst class is: 682. Product: [Cl:1][C:2]1[CH:7]=[CH:6][C:5]([CH:8]([C:19]2[CH:20]=[CH:21][C:22]([S:25]([CH3:28])(=[O:26])=[O:27])=[CH:23][CH:24]=2)[CH2:9][C:10]([C:12]2[CH:13]=[CH:14][C:15](=[O:18])[N:16]([CH2:31][CH2:32][C:33]([NH2:35])=[O:34])[CH:17]=2)=[O:11])=[C:4]([CH3:29])[CH:3]=1. (3) Reactant: [F:8][C:7]([F:10])([F:9])[C:6](O[C:6](=[O:11])[C:7]([F:10])([F:9])[F:8])=[O:11].[I:14][C:15]1[CH:20]=[CH:19][C:18]([CH:21]2[C:30]3[C:25](=[CH:26][C:27]([O:31][CH3:32])=[CH:28][CH:29]=3)[CH2:24][CH2:23][NH:22]2)=[CH:17][CH:16]=1.CCN(CC)CC. Product: [F:10][C:7]([F:8])([F:9])[C:6]([N:22]1[CH2:23][CH2:24][C:25]2[C:30](=[CH:29][CH:28]=[C:27]([O:31][CH3:32])[CH:26]=2)[CH:21]1[C:18]1[CH:17]=[CH:16][C:15]([I:14])=[CH:20][CH:19]=1)=[O:11]. The catalyst class is: 2. (4) Reactant: [C:1]([C:3]1[CH:4]=[C:5]([CH:9]=[CH:10][C:11]=1[O:12][CH:13]([CH3:15])[CH3:14])[C:6](O)=[O:7])#[N:2].Cl.[NH:17]([C:19]([NH2:21])=O)[NH2:18]. Product: [NH2:21][C:19]1[O:7][C:6]([C:5]2[CH:9]=[CH:10][C:11]([O:12][CH:13]([CH3:15])[CH3:14])=[C:3]([CH:4]=2)[C:1]#[N:2])=[N:18][N:17]=1. The catalyst class is: 286. (5) Reactant: [NH2:1][C:2]1[C:3](=[O:13])[NH:4][C:5]2[C:10]([N:11]=1)=[C:9]([OH:12])[CH:8]=[CH:7][CH:6]=2.Cl[C:15]1[N:20]=[CH:19][N:18]=[C:17]([C:21]2[CH:26]=[CH:25][C:24]([C:27]([F:30])([F:29])[F:28])=[CH:23][C:22]=2[NH:31][C:32]([CH:34]2[CH2:39][CH2:38][CH2:37][CH2:36][N:35]2[CH2:40][CH:41]([CH3:43])[CH3:42])=[O:33])[CH:16]=1.C([O-])([O-])=O.[Cs+].[Cs+]. Product: [NH2:1][C:2]1[C:3](=[O:13])[NH:4][C:5]2[C:10]([N:11]=1)=[C:9]([O:12][C:15]1[N:20]=[CH:19][N:18]=[C:17]([C:21]3[CH:26]=[CH:25][C:24]([C:27]([F:28])([F:29])[F:30])=[CH:23][C:22]=3[NH:31][C:32]([CH:34]3[CH2:39][CH2:38][CH2:37][CH2:36][N:35]3[CH2:40][CH:41]([CH3:43])[CH3:42])=[O:33])[CH:16]=1)[CH:8]=[CH:7][CH:6]=2. The catalyst class is: 634. (6) Reactant: [CH3:1][S:2][C:3]1[N:4]=[CH:5][C:6]2[C:15](=[O:16])[N:14]([C:17]3[CH:18]=[C:19]([C:23]4[N:27]=[C:26]([C:28](OC)=[O:29])[O:25][N:24]=4)[CH:20]=[CH:21][CH:22]=3)[CH2:13][C@H:12]3[N:8]([CH2:9][CH2:10][CH2:11]3)[C:7]=2[N:32]=1.[CH3:33][NH:34][CH3:35].C1COCC1. Product: [CH3:33][N:34]([CH3:35])[C:28]([C:26]1[O:25][N:24]=[C:23]([C:19]2[CH:20]=[CH:21][CH:22]=[C:17]([N:14]3[CH2:13][C@H:12]4[N:8]([CH2:9][CH2:10][CH2:11]4)[C:7]4[N:32]=[C:3]([S:2][CH3:1])[N:4]=[CH:5][C:6]=4[C:15]3=[O:16])[CH:18]=2)[N:27]=1)=[O:29]. The catalyst class is: 1.